Task: Predict which catalyst facilitates the given reaction.. Dataset: Catalyst prediction with 721,799 reactions and 888 catalyst types from USPTO (1) Reactant: C(OC(=O)[NH:7][C:8]1[CH:13]=[C:12]([N:14]([CH2:16][CH2:17][O:18][CH3:19])[CH3:15])[C:11]([Cl:20])=[CH:10][C:9]=1[NH:21][C:22](=[O:38])[CH2:23][C:24]([C:26]1[CH:31]=[CH:30][N:29]=[C:28]([C:32]2[O:36][N:35]=[C:34]([CH3:37])[CH:33]=2)[CH:27]=1)=O)(C)(C)C.C(O)(C(F)(F)F)=O. Product: [Cl:20][C:11]1[C:12]([N:14]([CH2:16][CH2:17][O:18][CH3:19])[CH3:15])=[CH:13][C:8]2[N:7]=[C:24]([C:26]3[CH:31]=[CH:30][N:29]=[C:28]([C:32]4[O:36][N:35]=[C:34]([CH3:37])[CH:33]=4)[CH:27]=3)[CH2:23][C:22](=[O:38])[NH:21][C:9]=2[CH:10]=1. The catalyst class is: 2. (2) Reactant: [CH3:1][O:2][CH2:3][N:4]1[C:9]2[CH:10]=[C:11]([C:14](OC)=[O:15])[CH:12]=[CH:13][C:8]=2[S:7][C:6]2[N:18]=[CH:19][CH:20]=[N:21][C:5]1=2.[H-].C([Al+]CC(C)C)C(C)C. Product: [CH3:1][O:2][CH2:3][N:4]1[C:9]2[CH:10]=[C:11]([CH2:14][OH:15])[CH:12]=[CH:13][C:8]=2[S:7][C:6]2[N:18]=[CH:19][CH:20]=[N:21][C:5]1=2. The catalyst class is: 390. (3) Reactant: ClC(Cl)(Cl)C([N:5]1[CH2:10][CH2:9][N:8]([C:11]2[CH:16]=[C:15]([S:17]([N:20]3[C:28]4[C:23](=[CH:24][CH:25]=[C:26]([Cl:29])[CH:27]=4)[C:22]([CH2:30][CH3:31])=[CH:21]3)(=[O:19])=[O:18])[CH:14]=[CH:13][C:12]=2[O:32][CH3:33])[CH2:7][CH2:6]1)=O.[OH-].[K+]. Product: [Cl:29][C:26]1[CH:27]=[C:28]2[C:23]([C:22]([CH2:30][CH3:31])=[CH:21][N:20]2[S:17]([C:15]2[CH:14]=[CH:13][C:12]([O:32][CH3:33])=[C:11]([N:8]3[CH2:7][CH2:6][NH:5][CH2:10][CH2:9]3)[CH:16]=2)(=[O:19])=[O:18])=[CH:24][CH:25]=1. The catalyst class is: 1. (4) Reactant: [F:1][C:2]([F:11])([F:10])[CH:3]1[CH2:8][CH2:7][CH2:6][C:5](=O)[CH2:4]1.Cl.[NH2:13][OH:14].C([O-])(=O)C.[Na+].C(OCC)(=O)C. Product: [F:1][C:2]([F:11])([F:10])[CH:3]1[CH2:8][CH2:7][CH2:6][C:5](=[N:13][OH:14])[CH2:4]1. The catalyst class is: 40.